This data is from Forward reaction prediction with 1.9M reactions from USPTO patents (1976-2016). The task is: Predict the product of the given reaction. (1) Given the reactants [F:1][C:2]1[C:7]([O:8][CH3:9])=[CH:6][C:5]([O:10][CH3:11])=[C:4]([F:12])[C:3]=1[N:13]1[CH2:22][C:21]2[CH:20]=[N:19][C:18]3[N:23]([S:31]([C:34]4[CH:39]=[CH:38][CH:37]=[CH:36][CH:35]=4)(=[O:33])=[O:32])[C:24](/[CH:26]=[CH:27]/[O:28]CC)=[CH:25][C:17]=3[C:16]=2[C:15]([CH3:41])([CH3:40])[C:14]1=[O:42].Cl, predict the reaction product. The product is: [F:12][C:4]1[C:5]([O:10][CH3:11])=[CH:6][C:7]([O:8][CH3:9])=[C:2]([F:1])[C:3]=1[N:13]1[CH2:22][C:21]2[CH:20]=[N:19][C:18]3[N:23]([S:31]([C:34]4[CH:39]=[CH:38][CH:37]=[CH:36][CH:35]=4)(=[O:32])=[O:33])[C:24]([CH2:26][CH:27]=[O:28])=[CH:25][C:17]=3[C:16]=2[C:15]([CH3:40])([CH3:41])[C:14]1=[O:42]. (2) Given the reactants [CH3:1][CH:2]1[C:6](=O)[CH2:5][CH2:4][C:3]1=[O:8].[Cl:9][C:10]1[C:16]([N+:17]([O-:19])=[O:18])=[CH:15][CH:14]=[CH:13][C:11]=1[NH2:12], predict the reaction product. The product is: [Cl:9][C:10]1[C:16]([N+:17]([O-:19])=[O:18])=[CH:15][CH:14]=[CH:13][C:11]=1[NH:12][C:6]1[CH2:5][CH2:4][C:3](=[O:8])[C:2]=1[CH3:1].